This data is from Reaction yield outcomes from USPTO patents with 853,638 reactions. The task is: Predict the reaction yield, written as a fraction of the theoretical maximum amount of product (1.0 means a 100% yield; for example, 0.34 means a 34% yield). (1) The yield is 0.780. The reactants are [Cl:1][C:2]1[CH:9]=[C:8](F)[CH:7]=[CH:6][C:3]=1[C:4]#[N:5].[NH2:11][C@H:12]1[CH2:16][CH2:15][N:14]([C:17]([O:19][C:20]([CH3:23])([CH3:22])[CH3:21])=[O:18])[CH2:13]1.C([O-])(O)=O.[Na+]. The catalyst is CS(C)=O.O. The product is [Cl:1][C:2]1[CH:9]=[C:8]([NH:11][C@H:12]2[CH2:16][CH2:15][N:14]([C:17]([O:19][C:20]([CH3:23])([CH3:22])[CH3:21])=[O:18])[CH2:13]2)[CH:7]=[CH:6][C:3]=1[C:4]#[N:5]. (2) The reactants are [NH2:1][C:2]1[CH:20]=[CH:19][C:5]([O:6][C@@H:7]2[CH2:11][CH2:10][N:9]([C:12]([O:14][C:15]([CH3:18])([CH3:17])[CH3:16])=[O:13])[CH2:8]2)=[C:4]([O:21][CH3:22])[CH:3]=1.[CH:23]1([C:26]2[CH:38]=[CH:37][C:29]([O:30][C:31](=[CH:35][CH3:36])[C:32](O)=[O:33])=[CH:28][CH:27]=2)[CH2:25][CH2:24]1.C(N(CC)CC)C.O.N1(O)C2C=CC=CC=2N=N1.C(Cl)CCl. The catalyst is C(#N)C. The product is [CH:23]1([C:26]2[CH:38]=[CH:37][C:29]([O:30][C:31](=[CH:35][CH3:36])[C:32]([NH:1][C:2]3[CH:20]=[CH:19][C:5]([O:6][C@@H:7]4[CH2:11][CH2:10][N:9]([C:12]([O:14][C:15]([CH3:17])([CH3:18])[CH3:16])=[O:13])[CH2:8]4)=[C:4]([O:21][CH3:22])[CH:3]=3)=[O:33])=[CH:28][CH:27]=2)[CH2:25][CH2:24]1. The yield is 0.702. (3) The reactants are [C:1](=O)([O:30]C1C=CC([N+]([O-])=O)=CC=1)[O:2][C@@H:3]1[CH2:19][C@@H:18]2[C@@:6]([CH3:29])([C@@H:7]3[C@@H:15]([CH2:16][CH2:17]2)[C@:14]2([OH:20])[C@@:10]([CH3:28])([C@@H:11]([C:21]4[CH:22]=[CH:23][C:24](=[O:27])[O:25][CH:26]=4)[CH2:12][CH2:13]2)[CH2:9][CH2:8]3)[CH2:5][CH2:4]1.[N:41]1([CH2:46][CH2:47][NH2:48])[CH2:45][CH2:44][CH2:43][CH2:42]1. The catalyst is C(Cl)Cl. The product is [N:41]1([CH2:46][CH2:47][NH:48][C:1](=[O:30])[O:2][C@@H:3]2[CH2:19][C@@H:18]3[C@@:6]([CH3:29])([C@@H:7]4[C@@H:15]([CH2:16][CH2:17]3)[C@:14]3([OH:20])[C@@:10]([CH3:28])([C@@H:11]([C:21]5[CH:22]=[CH:23][C:24](=[O:27])[O:25][CH:26]=5)[CH2:12][CH2:13]3)[CH2:9][CH2:8]4)[CH2:5][CH2:4]2)[CH2:45][CH2:44][CH2:43][CH2:42]1. The yield is 0.750.